Predict the reactants needed to synthesize the given product. From a dataset of Full USPTO retrosynthesis dataset with 1.9M reactions from patents (1976-2016). (1) Given the product [CH2:15]([O:8][C:7]([C:2]1([NH2:1])[CH2:6][CH2:5][CH2:4][CH2:3]1)=[O:9])[CH3:16], predict the reactants needed to synthesize it. The reactants are: [NH2:1][C:2]1([C:7]([OH:9])=[O:8])[CH2:6][CH2:5][CH2:4][CH2:3]1.S(=O)(=O)(O)O.[CH2:15](O)[CH3:16]. (2) Given the product [CH2:1]([O:8][C:9]1[C:10]([C:30]([O:32][C:33]([CH3:36])([CH3:35])[CH3:34])=[O:31])=[N:11][C:12]([CH2:16][CH:17]2[CH2:22][CH2:21][N:20]([C:23]([O:25][C:26]([CH3:27])([CH3:28])[CH3:29])=[O:24])[CH2:19][CH2:18]2)=[N:13][C:14]=1[O:15][S:39]([C:38]([F:51])([F:50])[F:37])(=[O:41])=[O:40])[C:2]1[CH:3]=[CH:4][CH:5]=[CH:6][CH:7]=1, predict the reactants needed to synthesize it. The reactants are: [CH2:1]([O:8][C:9]1[C:10]([C:30]([O:32][C:33]([CH3:36])([CH3:35])[CH3:34])=[O:31])=[N:11][C:12]([CH2:16][CH:17]2[CH2:22][CH2:21][N:20]([C:23]([O:25][C:26]([CH3:29])([CH3:28])[CH3:27])=[O:24])[CH2:19][CH2:18]2)=[N:13][C:14]=1[OH:15])[C:2]1[CH:7]=[CH:6][CH:5]=[CH:4][CH:3]=1.[F:37][C:38]([F:51])([F:50])[S:39](O[S:39]([C:38]([F:51])([F:50])[F:37])(=[O:41])=[O:40])(=[O:41])=[O:40].C(N(CC)CC)C. (3) The reactants are: [C:1]([NH:4][NH:5][C:6](=[O:26])[CH2:7][C:8]1[C:19](=[O:20])[N:18]([CH:21]2[CH2:25][CH2:24][CH2:23][CH2:22]2)[C:11]2[N:12]=[C:13]([S:16][CH3:17])[N:14]=[CH:15][C:10]=2[CH:9]=1)(=O)[CH3:2]. Given the product [CH:21]1([N:18]2[C:11]3[N:12]=[C:13]([S:16][CH3:17])[N:14]=[CH:15][C:10]=3[CH:9]=[C:8]([CH2:7][C:6]3[O:26][C:1]([CH3:2])=[N:4][N:5]=3)[C:19]2=[O:20])[CH2:22][CH2:23][CH2:24][CH2:25]1, predict the reactants needed to synthesize it. (4) Given the product [CH3:19][C:16]1[CH:17]=[CH:18][C:13]([N:1]2[CH2:6][CH2:5][CH2:4][CH2:3][CH2:2]2)=[C:14]([N+:20]([O-:22])=[O:21])[CH:15]=1, predict the reactants needed to synthesize it. The reactants are: [NH:1]1[CH2:6][CH2:5][CH2:4][CH2:3][CH2:2]1.CN(C)C=O.Cl[C:13]1[CH:18]=[CH:17][C:16]([CH3:19])=[CH:15][C:14]=1[N+:20]([O-:22])=[O:21]. (5) Given the product [Br:1][C:2]1[CH:7]=[CH:6][C:5]([F:8])=[CH:4][C:3]=1[CH:9]([CH3:11])[CH3:10], predict the reactants needed to synthesize it. The reactants are: [Br:1][C:2]1[CH:7]=[CH:6][C:5]([F:8])=[CH:4][C:3]=1[C:9]([CH3:11])=[CH2:10].